Dataset: CYP3A4 inhibition data for predicting drug metabolism from PubChem BioAssay. Task: Regression/Classification. Given a drug SMILES string, predict its absorption, distribution, metabolism, or excretion properties. Task type varies by dataset: regression for continuous measurements (e.g., permeability, clearance, half-life) or binary classification for categorical outcomes (e.g., BBB penetration, CYP inhibition). Dataset: cyp3a4_veith. (1) The drug is CCOC(=O)C1=C(C)NC(=S)NC1c1cccc(O)c1. The result is 1 (inhibitor). (2) The result is 0 (non-inhibitor). The molecule is C[C@H]1COC(=O)[C@H]2CCCN2C(=O)[C@@H](C)COC(=O)[C@H]2CCCN2C1=O. (3) The compound is O=C1c2ccccc2C(=O)N1c1ccc2nc(-c3ccc(Br)o3)[nH]c2c1. The result is 1 (inhibitor). (4) The compound is O=C1C2C3C=CC(C3)C2C(=O)N1c1ncn[nH]1. The result is 0 (non-inhibitor). (5) The molecule is CSc1nc(C)cc(Nc2ccc(O)c(CN3CCCCC3)c2)n1. The result is 0 (non-inhibitor). (6) The compound is CCOC(=O)C1=C(O)C(=O)N(c2ccc(S(N)(=O)=O)cc2)C1c1ccc(OC)cc1. The result is 0 (non-inhibitor). (7) The compound is CCCCN1C(=O)CCC(C(=O)O)C1c1ccccc1. The result is 0 (non-inhibitor). (8) The molecule is Cc1cccc(C)c1-n1nnnc1C(C)(C)N=Cc1ccc(Cl)cc1Cl. The result is 1 (inhibitor). (9) The molecule is Ic1cncc(OC[C@@H]2CCN2)c1. The result is 0 (non-inhibitor). (10) The result is 1 (inhibitor). The compound is COc1ccc(C(CC(=O)Nc2ccc(F)cc2)c2ccccc2)cc1.